This data is from Full USPTO retrosynthesis dataset with 1.9M reactions from patents (1976-2016). The task is: Predict the reactants needed to synthesize the given product. (1) Given the product [CH2:19]([O:6][C:7]1[CH:13]=[CH:12][C:10]([NH2:11])=[CH:9][CH:8]=1)[C:20]#[C:21][CH3:22], predict the reactants needed to synthesize it. The reactants are: S(O)(O)(=O)=O.[OH:6][C:7]1[CH:13]=[CH:12][C:10]([NH2:11])=[CH:9][CH:8]=1.CS(O[CH2:19][C:20]#[C:21][CH3:22])(=O)=O.C([O-])([O-])=O.[Cs+].[Cs+].O. (2) Given the product [O:1]=[C:2]([C:6]1[CH:11]=[CH:10][CH:9]=[CH:8][CH:7]=1)[CH2:3][C:4](=[NH:5])[NH:12][C:13]1[CH:18]=[CH:17][CH:16]=[CH:15][CH:14]=1, predict the reactants needed to synthesize it. The reactants are: [O:1]=[C:2]([C:6]1[CH:11]=[CH:10][CH:9]=[CH:8][CH:7]=1)[CH2:3][C:4]#[N:5].[NH2:12][C:13]1[CH:18]=[CH:17][CH:16]=[CH:15][CH:14]=1. (3) Given the product [CH3:36][C:30]1([CH3:37])[CH:29]([NH:28][CH2:24][C:7]2[CH:6]=[CH:5][C:4]3[C:9](=[CH:10][CH:11]=[C:12]([O:13][C@H:14]4[CH2:15][CH2:16][C@@H:17]([C:20]([F:23])([F:22])[F:21])[CH2:18][CH2:19]4)[C:3]=3[C:2]([F:26])([F:1])[F:27])[CH:8]=2)[CH2:32][CH:31]1[C:33]([OH:35])=[O:34], predict the reactants needed to synthesize it. The reactants are: [F:1][C:2]([F:27])([F:26])[C:3]1[C:12]([O:13][C@H:14]2[CH2:19][CH2:18][C@@H:17]([C:20]([F:23])([F:22])[F:21])[CH2:16][CH2:15]2)=[CH:11][CH:10]=[C:9]2[C:4]=1[CH:5]=[CH:6][C:7]([CH:24]=O)=[CH:8]2.[NH2:28][CH:29]1[CH2:32][CH:31]([C:33]([OH:35])=[O:34])[C:30]1([CH3:37])[CH3:36].C(O)(=O)C.C(O[BH-](OC(=O)C)OC(=O)C)(=O)C.[Na+]. (4) Given the product [N:24]([CH2:6][C@@:7]12[CH2:22][O:21][C@@H:9]([C@H:10]([N:12]3[CH:19]=[C:18]([CH3:20])[C:16](=[O:17])[NH:15][C:13]3=[O:14])[O:11]1)[C@@H:8]2[OH:23])=[N+:25]=[N-:26], predict the reactants needed to synthesize it. The reactants are: S(O[CH2:6][C@@:7]12[CH2:22][O:21][C@@H:9]([C@H:10]([N:12]3[CH:19]=[C:18]([CH3:20])[C:16](=[O:17])[NH:15][C:13]3=[O:14])[O:11]1)[C@@H:8]2[OH:23])(C)(=O)=O.[N-:24]=[N+:25]=[N-:26].[Na+].